From a dataset of Reaction yield outcomes from USPTO patents with 853,638 reactions. Predict the reaction yield, written as a fraction of the theoretical maximum amount of product (1.0 means a 100% yield; for example, 0.34 means a 34% yield). (1) The reactants are [NH2:1][C:2]1[C:7]([C:8]([O-:10])=O)=[CH:6][N:5]=[C:4]([S:11][CH3:12])[N:3]=1.[Na].[NH2:14][C:15]1[CH:16]=[C:17]([NH:22][C:23](=[O:34])[C:24]2[CH:29]=[CH:28][CH:27]=[C:26]([C:30]([F:33])([F:32])[F:31])[CH:25]=2)[CH:18]=[CH:19][C:20]=1[CH3:21].CCN(C(C)C)C(C)C.CN(C(ON1N=NC2C=CC=NC1=2)=[N+](C)C)C.F[P-](F)(F)(F)(F)F. The catalyst is CN(C=O)C.CCOC(C)=O. The product is [CH3:21][C:20]1[CH:19]=[CH:18][C:17]([NH:22][C:23](=[O:34])[C:24]2[CH:29]=[CH:28][CH:27]=[C:26]([C:30]([F:31])([F:32])[F:33])[CH:25]=2)=[CH:16][C:15]=1[NH:14][C:8]([C:7]1[C:2]([NH2:1])=[N:3][C:4]([S:11][CH3:12])=[N:5][CH:6]=1)=[O:10]. The yield is 0.610. (2) The reactants are [S:1]1[CH:5]=[CH:4][CH:3]=[N:2]1.C([Li])CCC.[CH2:11]([Sn:15]([CH2:21][CH2:22][CH2:23][CH3:24])([CH2:17][CH2:18][CH2:19][CH3:20])Cl)[CH2:12][CH2:13][CH3:14].C(=O)(O)[O-].[Na+]. The catalyst is C1COCC1. The product is [CH2:21]([Sn:15]([CH2:11][CH2:12][CH2:13][CH3:14])([CH2:17][CH2:18][CH2:19][CH3:20])[C:5]1[S:1][N:2]=[CH:3][CH:4]=1)[CH2:22][CH2:23][CH3:24]. The yield is 0.320.